Dataset: Orexin1 receptor HTS with 218,158 compounds and 233 confirmed actives. Task: Binary Classification. Given a drug SMILES string, predict its activity (active/inactive) in a high-throughput screening assay against a specified biological target. The molecule is O=C(N1CCN(c2nc(c3c(CCCC3)c2C#N)CC(C)C)CC1)c1occc1. The result is 0 (inactive).